Dataset: Catalyst prediction with 721,799 reactions and 888 catalyst types from USPTO. Task: Predict which catalyst facilitates the given reaction. (1) Reactant: [NH2:1][C@@H:2]([CH2:27][CH:28]([CH3:30])[CH3:29])[C:3]([NH:5][C@@H:6]([CH2:18][O:19][CH2:20][C:21]1[CH:26]=[CH:25][CH:24]=[CH:23][CH:22]=1)[CH:7]([OH:17])[C:8]([NH:10][CH2:11][C:12]([O:14][CH2:15][CH3:16])=[O:13])=[O:9])=[O:4].[CH:31]1[CH:36]=[C:35]2[C:37]3[CH:44]=[CH:43][CH:42]=[C:41]([C:45](O)=[O:46])[C:38]=3[C:39](=[O:40])[C:34]2=[CH:33][CH:32]=1.CN(C(ON1N=NC2C=CC=CC1=2)=[N+](C)C)C.F[P-](F)(F)(F)(F)F.CCN(CC)CC. Product: [CH2:20]([O:19][CH2:18][CH:6]([NH:5][C:3](=[O:4])[C@H:2]([NH:1][C:45]([C:41]1[C:38]2[C:39](=[O:40])[C:34]3[C:35](=[CH:36][CH:31]=[CH:32][CH:33]=3)[C:37]=2[CH:44]=[CH:43][CH:42]=1)=[O:46])[CH2:27][CH:28]([CH3:29])[CH3:30])[CH:7]([OH:17])[C:8]([NH:10][CH2:11][C:12]([O:14][CH2:15][CH3:16])=[O:13])=[O:9])[C:21]1[CH:22]=[CH:23][CH:24]=[CH:25][CH:26]=1. The catalyst class is: 3. (2) Reactant: [F:1][C:2]([F:42])([F:41])[C:3]1[CH:4]=[C:5]([C@H:13]([O:15][C@H:16]2[CH2:21][CH2:20][N:19]([CH:22]3[CH2:26][CH2:25][N:24]([C:27](OC(C)(C)C)=O)[CH2:23]3)[CH2:18][C@@H:17]2[C:34]2[CH:39]=[CH:38][C:37]([F:40])=[CH:36][CH:35]=2)[CH3:14])[CH:6]=[C:7]([C:9]([F:12])([F:11])[F:10])[CH:8]=1.[ClH:43]. Product: [Cl-:43].[Cl-:43].[F:1][C:2]([F:41])([F:42])[C:3]1[CH:4]=[C:5]([C@H:13]([O:15][C@H:16]2[CH2:21][CH2:20][NH+:19]([CH:22]3[CH2:23][CH2:27][NH2+:24][CH2:25][CH2:26]3)[CH2:18][C@@H:17]2[C:34]2[CH:35]=[CH:36][C:37]([F:40])=[CH:38][CH:39]=2)[CH3:14])[CH:6]=[C:7]([C:9]([F:11])([F:10])[F:12])[CH:8]=1. The catalyst class is: 25.